From a dataset of Forward reaction prediction with 1.9M reactions from USPTO patents (1976-2016). Predict the product of the given reaction. (1) Given the reactants [OH:1][C:2]1[CH:3]=[C:4]([CH2:11][C:12]([NH:14][C:15]2[CH:16]=[CH:17][C:18]([CH:21]([CH3:26])[CH2:22][C:23]([OH:25])=[O:24])=[N:19][CH:20]=2)=[O:13])[CH:5]=[CH:6][C:7]=1[N+:8]([O-:10])=[O:9].S(=O)(=O)(O)O.[CH3:32]O, predict the reaction product. The product is: [OH:1][C:2]1[CH:3]=[C:4]([CH2:11][C:12]([NH:14][C:15]2[CH:16]=[CH:17][C:18]([CH:21]([CH3:26])[CH2:22][C:23]([O:25][CH3:32])=[O:24])=[N:19][CH:20]=2)=[O:13])[CH:5]=[CH:6][C:7]=1[N+:8]([O-:10])=[O:9]. (2) Given the reactants [N+:1]([C:4]1[CH:9]=[CH:8][C:7]([N:10]2[CH2:15][CH2:14][NH:13][CH2:12][CH2:11]2)=[CH:6][CH:5]=1)([O-:3])=[O:2].Cl[C:17]1[CH:22]=[C:21]([CH3:23])[CH:20]=[CH:19][N:18]=1, predict the reaction product. The product is: [CH3:23][C:21]1[CH:20]=[CH:19][N:18]=[C:17]([N:13]2[CH2:14][CH2:15][N:10]([C:7]3[CH:6]=[CH:5][C:4]([N+:1]([O-:3])=[O:2])=[CH:9][CH:8]=3)[CH2:11][CH2:12]2)[CH:22]=1. (3) Given the reactants Br[C:2]1[C:3]([F:17])=[C:4]2[O:8][C:7]([CH:9]3[CH2:11][CH2:10]3)=[N:6][C:5]2=[C:12]([C:15]#[N:16])[C:13]=1[CH3:14].O.[NH2:19][C:20]1[CH:21]=[C:22](B(O)O)[CH:23]=[CH:24][CH:25]=1.P([O-])([O-])([O-])=O.[K+].[K+].[K+].C(OCC)(=O)C, predict the reaction product. The product is: [NH2:19][C:20]1[CH:25]=[C:24]([C:2]2[C:3]([F:17])=[C:4]3[O:8][C:7]([CH:9]4[CH2:11][CH2:10]4)=[N:6][C:5]3=[C:12]([C:15]#[N:16])[C:13]=2[CH3:14])[CH:23]=[CH:22][CH:21]=1. (4) Given the reactants [CH3:1][C@:2]12[C@H:12]([CH2:13]/[CH:14]=[C:15]3\[C@H:16]([OH:21])[CH2:17][O:18][C:19]\3=[O:20])[C:10](=[CH2:11])[CH2:9][CH2:8][C@@H:7]1[C@@:6]([CH2:23][OH:24])([CH3:22])[C@H:5]([OH:25])[CH2:4][CH2:3]2.CO[C:28](OC)([CH3:30])[CH3:29].C1(C)C=CC(S([O-])(=O)=O)=CC=1.[NH+]1C=CC=CC=1.C1C=CC=CC=1.CS(C)=O, predict the reaction product. The product is: [CH3:1][C@:2]12[C@H:12]([CH2:13]/[CH:14]=[C:15]3\[C@H:16]([OH:21])[CH2:17][O:18][C:19]\3=[O:20])[C:10](=[CH2:11])[CH2:9][CH2:8][C@@H:7]1[C@:6]1([CH3:22])[CH2:23][O:24][C:28]([CH3:30])([CH3:29])[O:25][C@@H:5]1[CH2:4][CH2:3]2. (5) Given the reactants Cl[C:2]1[N:7]=[CH:6][N:5]=[C:4]([C:8]([O:10][CH2:11][CH3:12])=[O:9])[C:3]=1[CH3:13].[CH3:14][C@@H:15]1[NH:20][CH2:19][CH2:18][N:17]([C:21]2[N:26]=[CH:25][CH:24]=[CH:23][N:22]=2)[CH2:16]1.C(N(CC)C(C)C)(C)C, predict the reaction product. The product is: [CH3:13][C:3]1[C:4]([C:8]([O:10][CH2:11][CH3:12])=[O:9])=[N:5][CH:6]=[N:7][C:2]=1[N:20]1[CH2:19][CH2:18][N:17]([C:21]2[N:22]=[CH:23][CH:24]=[CH:25][N:26]=2)[CH2:16][C@@H:15]1[CH3:14]. (6) Given the reactants [NH2:1][C:2]1[S:6][C:5]([C:7]2[C:12]([F:13])=[CH:11][CH:10]=[CH:9][C:8]=2[F:14])=[N:4][C:3]=1[C:15]([NH:17][C:18]1[CH:19]=[N:20][S:21][C:22]=1[O:23][CH:24]1[CH2:29][CH2:28][N:27](C(OC(C)(C)C)=O)[CH2:26][CH2:25]1)=[O:16].FC(F)(F)C(O)=O, predict the reaction product. The product is: [NH2:1][C:2]1[S:6][C:5]([C:7]2[C:12]([F:13])=[CH:11][CH:10]=[CH:9][C:8]=2[F:14])=[N:4][C:3]=1[C:15]([NH:17][C:18]1[CH:19]=[N:20][S:21][C:22]=1[O:23][CH:24]1[CH2:25][CH2:26][NH:27][CH2:28][CH2:29]1)=[O:16]. (7) Given the reactants [CH3:1][O:2][SiH:3]([O:10][CH3:11])[NH:4][SiH:5]([O:8][CH3:9])[O:6][CH3:7].C(N(CC)CC)C.[CH3:19][O:20][SiH:21]([O:23][CH3:24])Cl, predict the reaction product. The product is: [CH3:7][O:6][SiH:5]([N:4]([SiH:21]([O:23][CH3:24])[O:20][CH3:19])[SiH:3]([O:10][CH3:11])[O:2][CH3:1])[O:8][CH3:9]. (8) Given the reactants Cl.[CH3:2][O:3][C:4](=[O:27])[C@H:5]([CH2:7][C:8]1[CH:13]=[CH:12][C:11]([C:14]2[C:15](=[O:26])[N:16]([CH3:25])[C:17]([CH3:24])=[CH:18][C:19]=2[C:20]([F:23])([F:22])[F:21])=[CH:10][CH:9]=1)[NH2:6].[Cl:28][C:29]1[CH:37]=[CH:36][CH:35]=[C:34]([CH3:38])[C:30]=1[C:31](O)=[O:32].CN(C(ON1N=NC2C=CC=CC1=2)=[N+](C)C)C.F[P-](F)(F)(F)(F)F.CCN(C(C)C)C(C)C, predict the reaction product. The product is: [CH3:2][O:3][C:4](=[O:27])[C@H:5]([CH2:7][C:8]1[CH:9]=[CH:10][C:11]([C:14]2[C:15](=[O:26])[N:16]([CH3:25])[C:17]([CH3:24])=[CH:18][C:19]=2[C:20]([F:21])([F:22])[F:23])=[CH:12][CH:13]=1)[NH:6][C:31]([C:30]1[C:34]([CH3:38])=[CH:35][CH:36]=[CH:37][C:29]=1[Cl:28])=[O:32]. (9) Given the reactants Br[C:2]1[C:7]([CH3:8])=[C:6]([N:9]2[CH2:14][CH2:13][CH:12]([C:15]3[N:24]=[C:23]4[C:18]([CH2:19][CH2:20][CH2:21][NH:22]4)=[CH:17][CH:16]=3)[CH2:11][CH2:10]2)[N:5]=[CH:4][N:3]=1.[NH2:25][CH2:26][C@@H:27]([C:39]([O:41][C:42]([CH3:45])([CH3:44])[CH3:43])=[O:40])[NH:28][C:29]([O:31][CH2:32][C:33]1[CH:38]=[CH:37][CH:36]=[CH:35][CH:34]=1)=[O:30].[F-].[Cs+], predict the reaction product. The product is: [CH3:8][C:7]1[C:2]([NH:25][CH2:26][C@@H:27]([C:39]([O:41][C:42]([CH3:45])([CH3:44])[CH3:43])=[O:40])[NH:28][C:29]([O:31][CH2:32][C:33]2[CH:38]=[CH:37][CH:36]=[CH:35][CH:34]=2)=[O:30])=[N:3][CH:4]=[N:5][C:6]=1[N:9]1[CH2:14][CH2:13][CH:12]([C:15]2[N:24]=[C:23]3[C:18]([CH2:19][CH2:20][CH2:21][NH:22]3)=[CH:17][CH:16]=2)[CH2:11][CH2:10]1.